From a dataset of Catalyst prediction with 721,799 reactions and 888 catalyst types from USPTO. Predict which catalyst facilitates the given reaction. Reactant: [CH3:1][C:2]1[N:3]=[C:4]2[CH:9]=[CH:8][C:7]([NH:10][C:11](=[O:24])[C:12]3[CH:17]=[CH:16][C:15]([CH:18]4[CH2:23][CH2:22][NH:21][CH2:20][CH2:19]4)=[N:14][CH:13]=3)=[CH:6][N:5]2[CH:25]=1.[C:26](O[BH-](OC(=O)C)OC(=O)C)(=O)C.[Na+].C=O. Product: [CH3:1][C:2]1[N:3]=[C:4]2[CH:9]=[CH:8][C:7]([NH:10][C:11](=[O:24])[C:12]3[CH:17]=[CH:16][C:15]([CH:18]4[CH2:23][CH2:22][N:21]([CH3:26])[CH2:20][CH2:19]4)=[N:14][CH:13]=3)=[CH:6][N:5]2[CH:25]=1. The catalyst class is: 26.